From a dataset of Forward reaction prediction with 1.9M reactions from USPTO patents (1976-2016). Predict the product of the given reaction. (1) Given the reactants Br[C:2]1[C:3]([N:22]2[CH2:26][C@@H:25]([O:27][CH3:28])[C@H:24]([OH:29])[CH2:23]2)=[N:4][CH:5]=[C:6]([CH:21]=1)[C:7]([NH:9][C:10]1[CH:15]=[CH:14][C:13]([O:16][C:17]([F:20])([F:19])[F:18])=[CH:12][CH:11]=1)=[O:8].[N:30]1[CH:35]=[C:34](B(O)O)[CH:33]=[N:32][CH:31]=1, predict the reaction product. The product is: [OH:29][C@H:24]1[C@H:25]([O:27][CH3:28])[CH2:26][N:22]([C:3]2[C:2]([C:34]3[CH:35]=[N:30][CH:31]=[N:32][CH:33]=3)=[CH:21][C:6]([C:7]([NH:9][C:10]3[CH:15]=[CH:14][C:13]([O:16][C:17]([F:20])([F:19])[F:18])=[CH:12][CH:11]=3)=[O:8])=[CH:5][N:4]=2)[CH2:23]1. (2) Given the reactants [CH3:1][O:2][C:3]1[CH:8]=[CH:7][C:6]([S:9](Cl)(=[O:11])=[O:10])=[CH:5][C:4]=1[N:13]1[CH2:18][CH2:17][N:16](C(=O)C(F)(F)F)[CH2:15][CH2:14]1.[CH3:25][O:26][C:27]1[CH:32]=[CH:31][C:30]([Mg]Br)=[CH:29][CH:28]=1.[OH-].[Na+].O, predict the reaction product. The product is: [CH3:25][O:26][C:27]1[CH:32]=[CH:31][C:30]([S:9]([C:6]2[CH:7]=[CH:8][C:3]([O:2][CH3:1])=[C:4]([N:13]3[CH2:14][CH2:15][NH:16][CH2:17][CH2:18]3)[CH:5]=2)(=[O:10])=[O:11])=[CH:29][CH:28]=1. (3) Given the reactants [NH2:1][C:2]1[C:3]([C:12]([NH:14][C@@H:15]([CH:20]2[CH2:25][CH2:24][CH2:23][CH2:22][CH2:21]2)[C:16]([O:18][CH3:19])=[O:17])=[O:13])=[CH:4][C:5]2[C:10]([CH:11]=1)=[CH:9][CH:8]=[CH:7][CH:6]=2.[Cl:26][C:27]1[CH:32]=[C:31]([Cl:33])[CH:30]=[CH:29][C:28]=1[C:34]1[O:38][C:37]([C:39](Cl)=[O:40])=[CH:36][CH:35]=1.C(N(CC)CC)C, predict the reaction product. The product is: [CH:20]1([C@H:15]([NH:14][C:12]([C:3]2[C:2]([NH:1][C:39]([C:37]3[O:38][C:34]([C:28]4[CH:29]=[CH:30][C:31]([Cl:33])=[CH:32][C:27]=4[Cl:26])=[CH:35][CH:36]=3)=[O:40])=[CH:11][C:10]3[C:5](=[CH:6][CH:7]=[CH:8][CH:9]=3)[CH:4]=2)=[O:13])[C:16]([O:18][CH3:19])=[O:17])[CH2:25][CH2:24][CH2:23][CH2:22][CH2:21]1. (4) The product is: [CH:15]([C:17]1[CH:22]=[CH:21][C:20]([C:7]2[CH:2]=[CH:3][C:4]([C:8]3[O:12][C:11]([CH:13]=[O:14])=[CH:10][CH:9]=3)=[N:5][CH:6]=2)=[CH:19][CH:18]=1)=[O:16]. Given the reactants Br[C:2]1[CH:7]=[CH:6][N:5]=[C:4]([C:8]2[O:12][C:11]([CH:13]=[O:14])=[CH:10][CH:9]=2)[CH:3]=1.[CH:15]([C:17]1[CH:22]=[CH:21][C:20](B(O)O)=[CH:19][CH:18]=1)=[O:16], predict the reaction product. (5) Given the reactants [ClH:1].C([O:6][C:7](=[O:35])[CH2:8][N:9]([S:17]([C:20]1[CH:29]=[C:28]2[C:23]([C:24]([Cl:34])=[CH:25][N:26]=[C:27]2[NH:30][C:31]([NH2:33])=[NH:32])=[CH:22][CH:21]=1)(=[O:19])=[O:18])[CH2:10][C:11]1[CH:16]=[CH:15][CH:14]=[CH:13][N:12]=1)(C)(C)C, predict the reaction product. The product is: [ClH:34].[ClH:1].[Cl:34][C:24]1[C:23]2[C:28](=[CH:29][C:20]([S:17]([N:9]([CH2:10][C:11]3[CH:16]=[CH:15][CH:14]=[CH:13][N:12]=3)[CH2:8][C:7]([OH:35])=[O:6])(=[O:18])=[O:19])=[CH:21][CH:22]=2)[C:27]([NH:30][C:31]([NH2:33])=[NH:32])=[N:26][CH:25]=1. (6) Given the reactants ClC(Cl)(O[C:5](=[O:11])[O:6][C:7](Cl)(Cl)Cl)Cl.[C:13]([O:17][C:18](=[O:34])[NH:19][CH:20]1[CH2:25][CH2:24][CH:23]([NH:26][C:27]2C=[CH:31][CH:30]=[CH:29][C:28]=2O)[CH2:22][CH2:21]1)([CH3:16])([CH3:15])[CH3:14].CO, predict the reaction product. The product is: [C:13]([O:17][C:18](=[O:34])[NH:19][CH:20]1[CH2:21][CH2:22][CH:23]([N:26]2[C:27]3[CH:28]=[CH:29][CH:30]=[CH:31][C:7]=3[O:6][C:5]2=[O:11])[CH2:24][CH2:25]1)([CH3:16])([CH3:15])[CH3:14].